From a dataset of Full USPTO retrosynthesis dataset with 1.9M reactions from patents (1976-2016). Predict the reactants needed to synthesize the given product. (1) Given the product [Cl:1][C:2]1[N:3]=[C:4]([N:22]2[CH2:21][C@@H:20]([CH3:19])[O:25][C@@H:24]([CH3:26])[CH2:23]2)[C:5]2[CH2:10][CH2:9][CH:8]([C:11]3[CH:16]=[CH:15][C:14]([F:17])=[CH:13][CH:12]=3)[C:6]=2[N:7]=1, predict the reactants needed to synthesize it. The reactants are: [Cl:1][C:2]1[N:3]=[C:4](Cl)[C:5]2[CH2:10][CH2:9][CH:8]([C:11]3[CH:16]=[CH:15][C:14]([F:17])=[CH:13][CH:12]=3)[C:6]=2[N:7]=1.[CH3:19][C@H:20]1[O:25][C@@H:24]([CH3:26])[CH2:23][NH:22][CH2:21]1. (2) Given the product [CH2:31]([C@@H:3]1[C:2](=[O:1])[N:6]([C:7]([O:9][C:10]([CH3:13])([CH3:12])[CH3:11])=[O:8])[C@H:5]([C:14]([O:16][CH3:17])=[O:15])[CH2:4]1)[CH:30]=[CH2:29], predict the reactants needed to synthesize it. The reactants are: [O:1]=[C:2]1[N:6]([C:7]([O:9][C:10]([CH3:13])([CH3:12])[CH3:11])=[O:8])[C@H:5]([C:14]([O:16][CH3:17])=[O:15])[CH2:4][CH2:3]1.C[Si]([N-][Si](C)(C)C)(C)C.[Li+].I[CH2:29][CH:30]=[CH2:31]. (3) Given the product [F:34][C:25]1[CH:24]=[C:23]([NH:22][S:19]([C:16]2[CH:17]=[CH:18][C:13]([C:10]3[CH:9]=[N:8][C:7]([CH:4]4[CH2:5][CH2:6][O:1][CH2:2][CH2:3]4)=[N:12][CH:11]=3)=[CH:14][CH:15]=2)(=[O:20])=[O:21])[C:32]([F:33])=[CH:31][C:26]=1[C:27]([O:29][CH3:30])=[O:28], predict the reactants needed to synthesize it. The reactants are: [O:1]1[CH2:6][CH:5]=[C:4]([C:7]2[N:12]=[CH:11][C:10]([C:13]3[CH:18]=[CH:17][C:16]([S:19]([NH:22][C:23]4[C:32]([F:33])=[CH:31][C:26]([C:27]([O:29][CH3:30])=[O:28])=[C:25]([F:34])[CH:24]=4)(=[O:21])=[O:20])=[CH:15][CH:14]=3)=[CH:9][N:8]=2)[CH2:3][CH2:2]1. (4) Given the product [F:3][C:4]1[CH:5]=[C:6]([C:11]2[CH:16]=[CH:15][C:14]([C:17]([NH:19][C@H:20]([C:28]([OH:30])=[O:29])[C@@H:21]([CH3:27])[O:22][C:23]([CH3:25])([CH3:24])[CH3:26])=[O:18])=[C:13]([NH:32][C:33]([NH:35][C:36]3[C:37]([CH3:44])=[CH:38][C:39]([CH3:43])=[CH:40][C:41]=3[CH3:42])=[O:34])[CH:12]=2)[CH:7]=[C:8]([F:10])[CH:9]=1, predict the reactants needed to synthesize it. The reactants are: [OH-].[Li+].[F:3][C:4]1[CH:5]=[C:6]([C:11]2[CH:16]=[CH:15][C:14]([C:17]([NH:19][C@H:20]([C:28]([O:30]C)=[O:29])[C@@H:21]([CH3:27])[O:22][C:23]([CH3:26])([CH3:25])[CH3:24])=[O:18])=[C:13]([NH:32][C:33]([NH:35][C:36]3[C:41]([CH3:42])=[CH:40][C:39]([CH3:43])=[CH:38][C:37]=3[CH3:44])=[O:34])[CH:12]=2)[CH:7]=[C:8]([F:10])[CH:9]=1.CO.O. (5) Given the product [CH:9]12[NH:8][CH:13]([CH2:14][CH2:15]1)[CH2:12][NH:11][C:10]2=[O:16], predict the reactants needed to synthesize it. The reactants are: C(OC([N:8]1[CH:13]2[CH2:14][CH2:15][CH:9]1[C:10](=[O:16])[NH:11][CH2:12]2)=O)(C)(C)C.C(O)(C(F)(F)F)=O. (6) Given the product [CH:1]1([CH:7]([NH:18][C:19]2[CH:20]=[CH:21][C:22]([C:25]([NH:27][CH2:28][CH2:29][C:30]([OH:32])=[O:31])=[O:26])=[CH:23][CH:24]=2)[C:8]2[S:16][C:15]3[C:10](=[N:11][CH:12]=[CH:13][CH:14]=3)[C:9]=2[CH3:17])[CH2:6][CH2:5][CH2:4][CH2:3][CH2:2]1, predict the reactants needed to synthesize it. The reactants are: [CH:1]1([CH:7]([NH:18][C:19]2[CH:24]=[CH:23][C:22]([C:25]([NH:27][CH2:28][CH2:29][C:30]([O:32]CC)=[O:31])=[O:26])=[CH:21][CH:20]=2)[C:8]2[S:16][C:15]3[C:10](=[N:11][CH:12]=[CH:13][CH:14]=3)[C:9]=2[CH3:17])[CH2:6][CH2:5][CH2:4][CH2:3][CH2:2]1.O1CCCC1.[OH-].[Na+].